Dataset: Forward reaction prediction with 1.9M reactions from USPTO patents (1976-2016). Task: Predict the product of the given reaction. Given the reactants [Cl:1][C:2]1[C:3]([F:23])=[C:4]([NH:9][C:10]2[C:19]3[C:14](=[CH:15][C:16]([O:21][CH3:22])=[C:17]([NH2:20])[CH:18]=3)[N:13]=[CH:12][N:11]=2)[CH:5]=[CH:6][C:7]=1[F:8].[Br:24][CH2:25]/[CH:26]=[CH:27]/[C:28](Cl)=[O:29].O, predict the reaction product. The product is: [Br:24][CH2:25]/[CH:26]=[CH:27]/[C:28]([NH:20][C:17]1[CH:18]=[C:19]2[C:14](=[CH:15][C:16]=1[O:21][CH3:22])[N:13]=[CH:12][N:11]=[C:10]2[NH:9][C:4]1[CH:5]=[CH:6][C:7]([F:8])=[C:2]([Cl:1])[C:3]=1[F:23])=[O:29].